Dataset: Catalyst prediction with 721,799 reactions and 888 catalyst types from USPTO. Task: Predict which catalyst facilitates the given reaction. (1) Reactant: C(OC(=O)[NH:7][C@H:8]([C:20]1[CH:25]=[CH:24][CH:23]=[CH:22][CH:21]=1)[C@H:9]([OH:19])[CH2:10][O:11][Si](C(C)(C)C)(C)C)(C)(C)C.[ClH:27].O1CCOCC1. Product: [ClH:27].[NH2:7][C@H:8]([C:20]1[CH:25]=[CH:24][CH:23]=[CH:22][CH:21]=1)[C@H:9]([OH:19])[CH2:10][OH:11]. The catalyst class is: 5. (2) Reactant: [CH2:1]([O:3][C:4](=[O:26])[C:5]1[C:10]([N+:11]([O-:13])=[O:12])=[CH:9][C:8]([NH:14][C:15](=[O:23])[C:16]2[CH:21]=[CH:20][C:19]([CH3:22])=[CH:18][CH:17]=2)=[C:7](O)[C:6]=1[Cl:25])[CH3:2].C1C=CC(P(C2C=CC=CC=2)C2C=CC=CC=2)=CC=1.CCOC(/N=N/C(OCC)=O)=O.C1(C)C=CC=CC=1. Product: [CH2:1]([O:3][C:4]([C:5]1[C:10]([N+:11]([O-:13])=[O:12])=[CH:9][C:8]2[N:14]=[C:15]([C:16]3[CH:21]=[CH:20][C:19]([CH3:22])=[CH:18][CH:17]=3)[O:23][C:7]=2[C:6]=1[Cl:25])=[O:26])[CH3:2]. The catalyst class is: 242. (3) Product: [Si:11]([O:10][CH2:9][C:5]1[N:4]=[C:3]([CH2:2][NH:1][C:18]([NH:25][CH2:29][C:28]2[CH:2]=[CH:3][CH:8]=[C:26]([CH2:9][O:10][Si:11]([C:14]([CH3:17])([CH3:16])[CH3:15])([CH3:13])[CH3:12])[N:27]=2)=[O:19])[CH:8]=[CH:7][CH:6]=1)([C:14]([CH3:17])([CH3:16])[CH3:15])([CH3:12])[CH3:13]. The catalyst class is: 1. Reactant: [NH2:1][CH2:2][C:3]1[CH:8]=[CH:7][CH:6]=[C:5]([CH2:9][O:10][Si:11]([C:14]([CH3:17])([CH3:16])[CH3:15])([CH3:13])[CH3:12])[N:4]=1.[C:18]([N:25]1[CH:29]=[CH:28][N:27]=[CH:26]1)(N1C=CN=C1)=[O:19]. (4) Reactant: CN(C)[CH:3]=[CH:4][C:5]([C:7]1[S:11][C:10]([N:12]=CN(C)C)=[N:9][C:8]=1[CH3:17])=O.[NH:19]([C:23]1[CH:24]=[C:25]([S:29]([NH:32][CH2:33][CH2:34][OH:35])(=[O:31])=[O:30])[CH:26]=[CH:27][CH:28]=1)[C:20]([NH2:22])=[NH:21]. Product: [NH2:12][C:10]1[S:11][C:7]([C:5]2[CH:4]=[CH:3][N:22]=[C:20]([NH:19][C:23]3[CH:24]=[C:25]([S:29]([NH:32][CH2:33][CH2:34][OH:35])(=[O:31])=[O:30])[CH:26]=[CH:27][CH:28]=3)[N:21]=2)=[C:8]([CH3:17])[N:9]=1. The catalyst class is: 23. (5) Reactant: [CH:1]1[N:9]2[C:4]([C:5]3([CH2:18][CH2:17][N:16]([C:19]([O:21][C:22]([CH3:25])([CH3:24])[CH3:23])=[O:20])[CH2:15][CH2:14]3)[O:6][C:7]3[CH:13]=[CH:12][CH:11]=[CH:10][C:8]=32)=[CH:3][CH:2]=1.ClS([N:30]=[C:31]=O)(=O)=O.CN(C=O)C. Product: [C:31]([C:1]1[N:9]2[C:8]3[CH:10]=[CH:11][CH:12]=[CH:13][C:7]=3[O:6][C:5]3([CH2:18][CH2:17][N:16]([C:19]([O:21][C:22]([CH3:25])([CH3:24])[CH3:23])=[O:20])[CH2:15][CH2:14]3)[C:4]2=[CH:3][CH:2]=1)#[N:30]. The catalyst class is: 1.